This data is from Cav3 T-type calcium channel HTS with 100,875 compounds. The task is: Binary Classification. Given a drug SMILES string, predict its activity (active/inactive) in a high-throughput screening assay against a specified biological target. (1) The molecule is S(CC(=O)N1CCC(CC1)C(OCC)=O)c1[nH]c(CCC)cc(=O)n1. The result is 0 (inactive). (2) The molecule is s1c(C(N2CCC(CC2)C)c2cc(F)ccc2)c(O)n2nc(nc12)C. The result is 0 (inactive). (3) The molecule is O=C(CCCn1nc(nn1)c1cccnc1)c1cc(c(cc1)C)C. The result is 0 (inactive). (4) The molecule is O(c1c(N2Cc3c(C2)cccc3)cc(OC)cc1)C. The result is 0 (inactive).